From a dataset of Forward reaction prediction with 1.9M reactions from USPTO patents (1976-2016). Predict the product of the given reaction. (1) Given the reactants [C:1]([S:4][CH:5]1[CH2:10][CH2:9][N:8](C(C2C=CC=CC=2)(C2C=CC=CC=2)C2C=CC=CC=2)[CH2:7]/[C:6]/1=[CH:30]\[C:31]1[N:35]=[CH:34][N:33]([CH2:36][C:37]([O:39][CH3:40])=[O:38])[N:32]=1)(=[O:3])[CH3:2].[F:41][C:42]([F:47])([F:46])[C:43]([OH:45])=[O:44], predict the reaction product. The product is: [F:41][C:42]([F:47])([F:46])[C:43]([OH:45])=[O:44].[C:1]([S:4][CH:5]1[CH2:10][CH2:9][NH:8][CH2:7]/[C:6]/1=[CH:30]\[C:31]1[N:35]=[CH:34][N:33]([CH2:36][C:37]([O:39][CH3:40])=[O:38])[N:32]=1)(=[O:3])[CH3:2]. (2) Given the reactants Cl[C:2]1[CH:7]=[C:6]([Cl:8])[N:5]=[C:4]([N:9]2[CH2:14][CH2:13][O:12][CH2:11][C@@H:10]2[CH3:15])[N:3]=1.[CH2:16]([NH:18][C:19](=[O:36])[NH:20][C:21]1[CH:26]=[CH:25][C:24](B2OC(C)(C)C(C)(C)O2)=[CH:23][CH:22]=1)[CH3:17].C(=O)([O-])[O-].[Cs+].[Cs+], predict the reaction product. The product is: [Cl:8][C:6]1[N:5]=[C:4]([N:9]2[CH2:14][CH2:13][O:12][CH2:11][C@@H:10]2[CH3:15])[N:3]=[C:2]([C:24]2[CH:23]=[CH:22][C:21]([NH:20][C:19]([NH:18][CH2:16][CH3:17])=[O:36])=[CH:26][CH:25]=2)[CH:7]=1.